This data is from Merck oncology drug combination screen with 23,052 pairs across 39 cell lines. The task is: Regression. Given two drug SMILES strings and cell line genomic features, predict the synergy score measuring deviation from expected non-interaction effect. (1) Drug 2: Cn1cc(-c2cnn3c(N)c(Br)c(C4CCCNC4)nc23)cn1. Cell line: COLO320DM. Synergy scores: synergy=12.6. Drug 1: CS(=O)(=O)CCNCc1ccc(-c2ccc3ncnc(Nc4ccc(OCc5cccc(F)c5)c(Cl)c4)c3c2)o1. (2) Drug 2: COC1CC2CCC(C)C(O)(O2)C(=O)C(=O)N2CCCCC2C(=O)OC(C(C)CC2CCC(OP(C)(C)=O)C(OC)C2)CC(=O)C(C)C=C(C)C(O)C(OC)C(=O)C(C)CC(C)C=CC=CC=C1C. Drug 1: COC12C(COC(N)=O)C3=C(C(=O)C(C)=C(N)C3=O)N1CC1NC12. Cell line: OVCAR3. Synergy scores: synergy=14.2. (3) Drug 1: CCC1(O)C(=O)OCc2c1cc1n(c2=O)Cc2cc3c(CN(C)C)c(O)ccc3nc2-1. Drug 2: CCc1cnn2c(NCc3ccc[n+]([O-])c3)cc(N3CCCCC3CCO)nc12. Cell line: KPL1. Synergy scores: synergy=13.9. (4) Drug 1: CN1C(=O)C=CC2(C)C3CCC4(C)C(NC(=O)OCC(F)(F)F)CCC4C3CCC12. Drug 2: Cc1nc(Nc2ncc(C(=O)Nc3c(C)cccc3Cl)s2)cc(N2CCN(CCO)CC2)n1. Cell line: NCIH2122. Synergy scores: synergy=-108. (5) Drug 1: C#Cc1cccc(Nc2ncnc3cc(OCCOC)c(OCCOC)cc23)c1. Drug 2: CCc1c2c(nc3ccc(O)cc13)-c1cc3c(c(=O)n1C2)COC(=O)C3(O)CC. Cell line: OCUBM. Synergy scores: synergy=18.1. (6) Cell line: UWB1289BRCA1. Synergy scores: synergy=9.77. Drug 2: Cn1nnc2c(C(N)=O)ncn2c1=O. Drug 1: O=S1(=O)NC2(CN1CC(F)(F)F)C1CCC2Cc2cc(C=CCN3CCC(C(F)(F)F)CC3)ccc2C1. (7) Drug 1: CCN(CC)CCNC(=O)c1c(C)[nH]c(C=C2C(=O)Nc3ccc(F)cc32)c1C. Drug 2: NC(=O)c1cccc2cn(-c3ccc(C4CCCNC4)cc3)nc12. Cell line: MSTO. Synergy scores: synergy=-7.90.